From a dataset of Retrosynthesis with 50K atom-mapped reactions and 10 reaction types from USPTO. Predict the reactants needed to synthesize the given product. (1) Given the product Cc1nc(-c2c[nH]c(=O)n(C(=O)c3ccccc3)c2=O)sc1C, predict the reactants needed to synthesize it. The reactants are: Cc1nc(-c2c[nH]c(=O)[nH]c2=O)sc1C.O=C(Cl)c1ccccc1. (2) Given the product CC1(C)CN([C@H]2C[C@@]3(C)[C@@H](CC[C@H]4[C@@H]5CC[C@H](C(=O)CSC#N)[C@@]5(C)CC(=O)[C@@H]43)C[C@@H]2O)CCO1, predict the reactants needed to synthesize it. The reactants are: CC1(C)CN([C@H]2C[C@@]3(C)[C@@H](CC[C@H]4[C@@H]5CC[C@H](C(=O)CCl)[C@@]5(C)CC(=O)[C@@H]43)C[C@@H]2O)CCO1.N#C[S-]. (3) Given the product CCOC(=O)c1cc(N2CCOCC2)cc([N+](=O)[O-])c1, predict the reactants needed to synthesize it. The reactants are: C1COCCN1.CCOC(=O)c1cc(F)cc([N+](=O)[O-])c1.